Task: Predict the reaction yield, written as a fraction of the theoretical maximum amount of product (1.0 means a 100% yield; for example, 0.34 means a 34% yield).. Dataset: Reaction yield outcomes from USPTO patents with 853,638 reactions (1) The reactants are [CH2:1]([C:3]1[CH2:7][CH:6]=[C:5]([C:8]([CH3:11])([CH3:10])[CH3:9])[CH:4]=1)[CH3:2].C([Li])CCC.CN1CCN(C)C1=O.[C:25]([C:33]1[CH:38]=[CH:37][CH:36]=[CH:35][CH:34]=1)(=O)[C:26]1[CH:31]=[CH:30][CH:29]=[CH:28][CH:27]=1.Cl. The catalyst is CCCCCC.C1COCC1. The product is [C:8]([C:5]1[CH:4]=[C:3]([CH2:1][CH3:2])[C:7](=[C:25]([C:33]2[CH:38]=[CH:37][CH:36]=[CH:35][CH:34]=2)[C:26]2[CH:31]=[CH:30][CH:29]=[CH:28][CH:27]=2)[CH:6]=1)([CH3:11])([CH3:10])[CH3:9]. The yield is 0.560. (2) The reactants are [CH3:1][C:2]1[C:3]([CH3:27])=[CH:4][C:5]2[N:14]([CH2:15][CH2:16][CH2:17][CH2:18][CH2:19][CH2:20][C:21]([OH:23])=[O:22])[C:13]3[C:8]([C:9](=[O:25])[NH:10][C:11](=[O:24])[N:12]=3)=[N:7][C:6]=2[CH:26]=1.S(=O)(=O)(O)O.C(=O)(O)[O-].[Na+].[CH:38](O)([CH3:40])[CH3:39]. No catalyst specified. The product is [CH3:1][C:2]1[C:3]([CH3:27])=[CH:4][C:5]2[N:14]([CH2:15][CH2:16][CH2:17][CH2:18][CH2:19][CH2:20][C:21]([O:23][CH:38]([CH3:40])[CH3:39])=[O:22])[C:13]3[C:8]([C:9](=[O:25])[NH:10][C:11](=[O:24])[N:12]=3)=[N:7][C:6]=2[CH:26]=1. The yield is 0.860. (3) The reactants are C([O:3][C:4]([C:6]1[N:10]([CH2:11][C:12]2[CH:17]=[CH:16][CH:15]=[C:14]([Cl:18])[CH:13]=2)[C:9]2[CH:19]=[C:20]([C:22]3[CH:27]=[CH:26][C:25]([C:28]([CH3:31])([CH3:30])[CH3:29])=[CH:24][CH:23]=3)[S:21][C:8]=2[C:7]=1[C:32]1[CH:37]=[CH:36][C:35]([C:38]([CH3:41])([CH3:40])[CH3:39])=[CH:34][CH:33]=1)=[O:5])C.[OH-].[K+].Cl. The catalyst is O1CCOCC1. The product is [C:28]([C:25]1[CH:26]=[CH:27][C:22]([C:20]2[S:21][C:8]3[C:7]([C:32]4[CH:37]=[CH:36][C:35]([C:38]([CH3:41])([CH3:40])[CH3:39])=[CH:34][CH:33]=4)=[C:6]([C:4]([OH:5])=[O:3])[N:10]([CH2:11][C:12]4[CH:17]=[CH:16][CH:15]=[C:14]([Cl:18])[CH:13]=4)[C:9]=3[CH:19]=2)=[CH:23][CH:24]=1)([CH3:29])([CH3:30])[CH3:31]. The yield is 0.730. (4) The reactants are [Br:1][C:2]1[CH:22]=[CH:21][C:5]2[O:6][CH2:7][CH:8]([CH2:19][OH:20])[C:9]3[S:13][C:12]([C:14]([O:16][CH2:17][CH3:18])=[O:15])=[N:11][C:10]=3[C:4]=2[CH:3]=1.[CH3:23]I. The catalyst is ClCCl.[Ag]=O. The product is [Br:1][C:2]1[CH:22]=[CH:21][C:5]2[O:6][CH2:7][CH:8]([CH2:19][O:20][CH3:23])[C:9]3[S:13][C:12]([C:14]([O:16][CH2:17][CH3:18])=[O:15])=[N:11][C:10]=3[C:4]=2[CH:3]=1. The yield is 0.530. (5) The reactants are [OH:1][CH:2]1[CH2:6][CH2:5][NH:4][CH2:3]1.[C:7]([O:11][C:12](O[C:12]([O:11][C:7]([CH3:10])([CH3:9])[CH3:8])=[O:13])=[O:13])([CH3:10])([CH3:9])[CH3:8]. The catalyst is C(Cl)Cl.CN(C1C=CN=CC=1)C. The product is [C:7]([O:11][C:12]([N:4]1[CH2:5][CH2:6][CH:2]([OH:1])[CH2:3]1)=[O:13])([CH3:10])([CH3:9])[CH3:8]. The yield is 0.990.